Task: Predict the reactants needed to synthesize the given product.. Dataset: Full USPTO retrosynthesis dataset with 1.9M reactions from patents (1976-2016) (1) The reactants are: [CH2:1]([C@H:3]([NH:10][C:11]([C:13]1[C:22]2[C:17](=[CH:18][CH:19]=[CH:20][CH:21]=2)[N:16]=[C:15]([C:23]2[CH:28]=[CH:27][CH:26]=[CH:25][CH:24]=2)[C:14]=1[O:29][CH2:30][CH2:31][NH2:32])=[O:12])[C:4]1[CH:9]=[CH:8][CH:7]=[CH:6][CH:5]=1)[CH3:2].[C:33]1(=[O:39])[O:38][C:36](=[O:37])[CH2:35][CH2:34]1. Given the product [CH2:1]([C@H:3]([NH:10][C:11]([C:13]1[C:22]2[C:17](=[CH:18][CH:19]=[CH:20][CH:21]=2)[N:16]=[C:15]([C:23]2[CH:24]=[CH:25][CH:26]=[CH:27][CH:28]=2)[C:14]=1[O:29][CH2:30][CH2:31][NH:32][C:33](=[O:39])[CH2:34][CH2:35][C:36]([OH:38])=[O:37])=[O:12])[C:4]1[CH:9]=[CH:8][CH:7]=[CH:6][CH:5]=1)[CH3:2], predict the reactants needed to synthesize it. (2) Given the product [CH3:1][N:2]1[C:6]2[CH:7]=[C:8]3[O:22][CH2:21][C:11]4([C:19]5[C:14](=[CH:15][CH:16]=[CH:17][CH:18]=5)[N:13]([CH2:46][C:47]5[O:48][C:49]([C:52]([F:55])([F:54])[F:53])=[CH:50][CH:51]=5)[C:12]4=[O:20])[C:9]3=[CH:10][C:5]=2[O:4][C:3]1=[O:23], predict the reactants needed to synthesize it. The reactants are: [CH3:1][N:2]1[C:6]2[CH:7]=[C:8]3[O:22][CH2:21][C:11]4([C:19]5[C:14](=[CH:15][CH:16]=[CH:17][CH:18]=5)[NH:13][C:12]4=[O:20])[C:9]3=[CH:10][C:5]=2[O:4][C:3]1=[O:23].N1C2C(=CC=CC=2)C2(COC3C=C4C(=CC2=3)CCO4)C1=O.Br[CH2:46][C:47]1[O:48][C:49]([C:52]([F:55])([F:54])[F:53])=[CH:50][CH:51]=1.ClCC1C=NC(OC)=NC=1.